From a dataset of Catalyst prediction with 721,799 reactions and 888 catalyst types from USPTO. Predict which catalyst facilitates the given reaction. Reactant: COC([CH:5]1[C:12](=[O:13])[NH:11][C:8]2([CH2:10][CH2:9]2)[C:7]2([CH2:16][N:15]([C:17]([O:19][C:20]([CH3:23])([CH3:22])[CH3:21])=[O:18])[CH2:14]2)[C:6]1=[O:24])=O. Product: [C:20]([O:19][C:17]([N:15]1[CH2:16][C:7]2([C:6](=[O:24])[CH2:5][C:12](=[O:13])[NH:11][C:8]32[CH2:10][CH2:9]3)[CH2:14]1)=[O:18])([CH3:23])([CH3:21])[CH3:22]. The catalyst class is: 47.